Dataset: CYP2D6 inhibition data for predicting drug metabolism from PubChem BioAssay. Task: Regression/Classification. Given a drug SMILES string, predict its absorption, distribution, metabolism, or excretion properties. Task type varies by dataset: regression for continuous measurements (e.g., permeability, clearance, half-life) or binary classification for categorical outcomes (e.g., BBB penetration, CYP inhibition). Dataset: cyp2d6_veith. (1) The compound is CC(=O)O[C@H]1C[C@H]2CC[C@H]3[C@@H]4C[C@@H]([N+]5(C)CCCCC5)[C@@H](OC(C)=O)[C@@]4(C)CC[C@H]3[C@]2(C)C[C@H]1[N+]1(C)CCCCC1. The result is 0 (non-inhibitor). (2) The drug is CCCc1c(OCCCOc2ccc(OCC(=O)O)cc2)ccc(CC=O)c1O. The result is 0 (non-inhibitor). (3) The drug is O=C(c1cn(-c2ccccc2)nc1-c1cccs1)N1CCOCC1. The result is 0 (non-inhibitor). (4) The drug is C[C@H]1CC[C@H]2C(=O)N3[C@@H](CC[C@H](C)[C@H]3c3ccc(Br)cc3)C(=O)N2[C@@H]1c1ccc(Br)cc1. The result is 0 (non-inhibitor). (5) The result is 0 (non-inhibitor). The molecule is CN(Cc1ccccc1)c1nc(-c2ccc([N+](=O)[O-])cc2)nc2ccccc12. (6) The compound is CCN(CCCNC(=O)CC(C(=O)N1CCc2ccccc21)n1ccnc1)c1ccccc1. The result is 1 (inhibitor).